From a dataset of Reaction yield outcomes from USPTO patents with 853,638 reactions. Predict the reaction yield, written as a fraction of the theoretical maximum amount of product (1.0 means a 100% yield; for example, 0.34 means a 34% yield). (1) The reactants are C[N:2](C)[CH:3]=[CH:4][C:5]([C:7]1[C:12](=[O:13])[CH:11]=[CH:10][N:9]([C:14]2[CH:22]=[CH:21][C:17]([C:18]([NH2:20])=[O:19])=[CH:16][CH:15]=2)[N:8]=1)=O.[C:24]1([NH:30]N)[CH:29]=[CH:28][CH:27]=[CH:26][CH:25]=1. The catalyst is CO. The product is [O:13]=[C:12]1[CH:11]=[CH:10][N:9]([C:14]2[CH:22]=[CH:21][C:17]([C:18]([NH2:20])=[O:19])=[CH:16][CH:15]=2)[N:8]=[C:7]1[C:5]1[N:30]([C:24]2[CH:29]=[CH:28][CH:27]=[CH:26][CH:25]=2)[N:2]=[CH:3][CH:4]=1. The yield is 0.0600. (2) The reactants are S(O)(O)(=O)=O.CS[C:8](=[NH:10])[NH2:9].[OH-].[K+].[O:13]=[C:14]1[CH:18]([C:19]2[CH:24]=[CH:23][CH:22]=[CH:21][CH:20]=2)[CH2:17][CH2:16][CH:15]1[C:25](OCC)=[O:26]. The yield is 0.612. The product is [NH2:9][C:8]1[O:13][C:14]2[CH:18]([C:19]3[CH:24]=[CH:23][CH:22]=[CH:21][CH:20]=3)[CH2:17][CH2:16][C:15]=2[C:25](=[O:26])[N:10]=1. The catalyst is O. (3) The reactants are Br[C:2]1[CH:17]=[CH:16][C:5]([CH2:6][CH2:7][NH:8][C:9](=[O:15])[O:10][C:11]([CH3:14])([CH3:13])[CH3:12])=[CH:4][CH:3]=1.[B:18]1([B:18]2[O:22][C:21]([CH3:24])([CH3:23])[C:20]([CH3:26])([CH3:25])[O:19]2)[O:22][C:21]([CH3:24])([CH3:23])[C:20]([CH3:26])([CH3:25])[O:19]1. No catalyst specified. The product is [CH3:25][C:20]1([CH3:26])[C:21]([CH3:24])([CH3:23])[O:22][B:18]([C:2]2[CH:17]=[CH:16][C:5]([CH2:6][CH2:7][NH:8][C:9](=[O:15])[O:10][C:11]([CH3:14])([CH3:13])[CH3:12])=[CH:4][CH:3]=2)[O:19]1. The yield is 0.700.